This data is from Forward reaction prediction with 1.9M reactions from USPTO patents (1976-2016). The task is: Predict the product of the given reaction. (1) The product is: [F:15][C:14]([F:17])([F:16])[C:13](=[O:18])[CH2:12][C:11]([C:4]1[C:5]2[O:9][CH2:8][CH2:7][C:6]=2[CH:10]=[C:2]([C:21]#[N:22])[CH:3]=1)([CH3:20])[CH3:19]. Given the reactants Br[C:2]1[CH:3]=[C:4]([C:11]([CH3:20])([CH3:19])[CH2:12][C:13](=[O:18])[C:14]([F:17])([F:16])[F:15])[C:5]2[O:9][CH2:8][CH2:7][C:6]=2[CH:10]=1.[CH3:21][N:22](C=O)C, predict the reaction product. (2) Given the reactants Br[CH2:2][C:3]([NH:5][C:6]1[CH:11]=[CH:10][CH:9]=[C:8]([N:12]([CH3:14])[CH3:13])[CH:7]=1)=[O:4].[NH:15]1[C:19]2[CH:20]=[CH:21][CH:22]=[CH:23][C:18]=2[N:17]=[CH:16]1, predict the reaction product. The product is: [N:15]1([CH2:2][C:3]([NH:5][C:6]2[CH:11]=[CH:10][CH:9]=[C:8]([N:12]([CH3:14])[CH3:13])[CH:7]=2)=[O:4])[C:19]2[CH:20]=[CH:21][CH:22]=[CH:23][C:18]=2[N:17]=[CH:16]1. (3) Given the reactants Cl.Cl.[CH3:3][C:4]1[CH:13]=[C:12]([NH:14][C:15]([NH:17][CH:18]2[CH2:22][CH2:21][NH:20][CH2:19]2)=[O:16])[C:11]2[C:6](=[CH:7][CH:8]=[CH:9][CH:10]=2)[N:5]=1.[CH2:23]([C:30]([CH2:32][C:33]1[CH:38]=[CH:37][CH:36]=[CH:35][CH:34]=1)=O)[C:24]1[CH:29]=[CH:28][CH:27]=[CH:26][CH:25]=1, predict the reaction product. The product is: [CH2:32]([CH:30]([N:20]1[CH2:21][CH2:22][CH:18]([NH:17][C:15]([NH:14][C:12]2[C:11]3[C:6](=[CH:7][CH:8]=[CH:9][CH:10]=3)[N:5]=[C:4]([CH3:3])[CH:13]=2)=[O:16])[CH2:19]1)[CH2:23][C:24]1[CH:29]=[CH:28][CH:27]=[CH:26][CH:25]=1)[C:33]1[CH:38]=[CH:37][CH:36]=[CH:35][CH:34]=1. (4) Given the reactants [CH3:1][O:2][C:3]1[CH:4]=[C:5]2[C:10](=[CH:11][C:12]=1[O:13][CH3:14])[N:9]=[CH:8][CH:7]=[C:6]2[O:15][C:16]1[CH:21]=[CH:20][C:19]([C:22]2[C:23](=[O:30])[N:24]([CH3:29])[C:25](O)=[N:26][CH:27]=2)=[CH:18][C:17]=1[F:31].CN(C)C1C=CC=CC=1.[Cl-:41], predict the reaction product. The product is: [Cl:41][C:25]1[N:24]([CH3:29])[C:23](=[O:30])[C:22]([C:19]2[CH:20]=[CH:21][C:16]([O:15][C:6]3[C:5]4[C:10](=[CH:11][C:12]([O:13][CH3:14])=[C:3]([O:2][CH3:1])[CH:4]=4)[N:9]=[CH:8][CH:7]=3)=[C:17]([F:31])[CH:18]=2)=[CH:27][N:26]=1. (5) Given the reactants [C:1]([C:5]1[CH:10]=[CH:9][C:8]([S:11](Cl)(=[O:13])=[O:12])=[CH:7][C:6]=1[F:15])([CH3:4])([CH3:3])[CH3:2].[CH3:16][C:17]1[CH:21]=[C:20]([NH2:22])[N:19]([C:23]2[CH:32]=[CH:31][CH:30]=[C:29]3[C:24]=2[CH:25]=[CH:26][CH:27]=[N:28]3)[N:18]=1.[OH-].[Li+].[OH-].[Na+].Cl, predict the reaction product. The product is: [C:1]([C:5]1[CH:10]=[CH:9][C:8]([S:11]([NH:22][C:20]2[N:19]([C:23]3[CH:32]=[CH:31][CH:30]=[C:29]4[C:24]=3[CH:25]=[CH:26][CH:27]=[N:28]4)[N:18]=[C:17]([CH3:16])[CH:21]=2)(=[O:13])=[O:12])=[CH:7][C:6]=1[F:15])([CH3:4])([CH3:3])[CH3:2]. (6) Given the reactants [C:1]([NH:24][CH:25]([CH2:40][CH:41]([CH3:43])[CH3:42])[C:26]([O:28][C:29]1[CH:39]=[CH:38][CH:37]=[CH:36][C:30]=1[C:31]([O:33][CH2:34][CH3:35])=[O:32])=[O:27])(=[O:23])[CH2:2][CH2:3]/[CH:4]=[CH:5]\[CH2:6]/[CH:7]=[CH:8]\[CH2:9]/[CH:10]=[CH:11]\[CH2:12]/[CH:13]=[CH:14]\[CH2:15]/[CH:16]=[CH:17]\[CH2:18]/[CH:19]=[CH:20]\[CH2:21][CH3:22].[F:44][C:45]1[CH:50]=[C:49]([F:51])[CH:48]=[CH:47][C:46]=1C1C=CC(O)=C(C(O)=O)C=1, predict the reaction product. The product is: [C:1]([NH:24][CH:25]([CH2:40][CH:41]([CH3:43])[CH3:42])[C:26]([O:28][C:29]1[CH:39]=[CH:38][C:37]([C:48]2[CH:47]=[CH:46][C:45]([F:44])=[CH:50][C:49]=2[F:51])=[CH:36][C:30]=1[C:31]([O:33][CH2:34][CH3:35])=[O:32])=[O:27])(=[O:23])[CH2:2][CH2:3]/[CH:4]=[CH:5]\[CH2:6]/[CH:7]=[CH:8]\[CH2:9]/[CH:10]=[CH:11]\[CH2:12]/[CH:13]=[CH:14]\[CH2:15]/[CH:16]=[CH:17]\[CH2:18]/[CH:19]=[CH:20]\[CH2:21][CH3:22]. (7) Given the reactants [Cl:1][C:2]1[C:14]2[C:13]3[C:8](=[CH:9][CH:10]=[CH:11][CH:12]=3)[C:7]([OH:19])([C:15]([F:18])([F:17])[F:16])[C:6]=2[CH:5]=[C:4]([C:20]([OH:22])=[O:21])[CH:3]=1.[C:23]1([C@@H](N)C)C=CC=CC=1, predict the reaction product. The product is: [CH3:23][O:21][C:20]([C:4]1[CH:3]=[C:2]([Cl:1])[C:14]2[C:13]3[C:8](=[CH:9][CH:10]=[CH:11][CH:12]=3)[C:7]([OH:19])([C:15]([F:17])([F:18])[F:16])[C:6]=2[CH:5]=1)=[O:22]. (8) The product is: [CH3:49][O:48][CH2:47][N:43]1[C:42]2[CH:50]=[CH:51][C:39]([CH:37]([C:34]3[S:35][CH:36]=[C:32]([C:2]4[CH:7]=[CH:6][C:5]([C:8]#[C:9][C:10]([CH3:19])([O:12][CH:13]5[CH2:18][CH2:17][CH2:16][CH2:15][O:14]5)[CH3:11])=[CH:4][N:3]=4)[N:33]=3)[CH3:38])=[CH:40][C:41]=2[S:45][C:44]1=[O:46]. Given the reactants Br[C:2]1[CH:7]=[CH:6][C:5]([C:8]#[C:9][C:10]([CH3:19])([O:12][CH:13]2[CH2:18][CH2:17][CH2:16][CH2:15][O:14]2)[CH3:11])=[CH:4][N:3]=1.C([Li])CCC.CCCCCC.Br[C:32]1[N:33]=[C:34]([CH:37]([C:39]2[CH:51]=[CH:50][C:42]3[N:43]([CH2:47][O:48][CH3:49])[C:44](=[O:46])[S:45][C:41]=3[CH:40]=2)[CH3:38])[S:35][CH:36]=1, predict the reaction product.